Dataset: Full USPTO retrosynthesis dataset with 1.9M reactions from patents (1976-2016). Task: Predict the reactants needed to synthesize the given product. Given the product [Cl:1][C:2]1[C:3]2[N:10]([CH2:11][CH:12]=[O:15])[CH:9]=[C:8]([C:16]([C:22]3[CH:23]=[C:24]4[C:28](=[CH:29][CH:30]=3)[N:27]([C:31]3[CH:32]=[CH:33][C:34]([F:37])=[CH:35][CH:36]=3)[N:26]=[CH:25]4)([OH:21])[C:17]([F:20])([F:19])[F:18])[C:4]=2[N:5]=[CH:6][N:7]=1, predict the reactants needed to synthesize it. The reactants are: [Cl:1][C:2]1[C:3]2[N:10]([CH2:11][CH:12]([OH:15])CO)[CH:9]=[C:8]([C:16]([C:22]3[CH:23]=[C:24]4[C:28](=[CH:29][CH:30]=3)[N:27]([C:31]3[CH:36]=[CH:35][C:34]([F:37])=[CH:33][CH:32]=3)[N:26]=[CH:25]4)([OH:21])[C:17]([F:20])([F:19])[F:18])[C:4]=2[N:5]=[CH:6][N:7]=1.